This data is from Aqueous solubility values for 9,982 compounds from the AqSolDB database. The task is: Regression/Classification. Given a drug SMILES string, predict its absorption, distribution, metabolism, or excretion properties. Task type varies by dataset: regression for continuous measurements (e.g., permeability, clearance, half-life) or binary classification for categorical outcomes (e.g., BBB penetration, CYP inhibition). For this dataset (solubility_aqsoldb), we predict Y. (1) The molecule is OCC(S)CS. The Y is -0.155 log mol/L. (2) The compound is C=C1C=CC(=O)O1. The Y is -0.983 log mol/L. (3) The drug is COP(N)(=O)SC. The Y is 0.850 log mol/L.